Predict the reactants needed to synthesize the given product. From a dataset of Full USPTO retrosynthesis dataset with 1.9M reactions from patents (1976-2016). (1) Given the product [Cl:9][C:10]1[CH:19]=[CH:18][C:17]2[CH:16]([CH:1]=[CH2:2])[N:15]([C:22]([O:24][CH3:25])=[O:23])[CH2:14][CH2:13][C:12]=2[N:11]=1, predict the reactants needed to synthesize it. The reactants are: [CH:1]([Mg]Br)=[CH2:2].B(F)(F)F.[Cl:9][C:10]1[CH:19]=[CH:18][C:17]2[CH:16](OC)[N:15]([C:22]([O:24][CH3:25])=[O:23])[CH2:14][CH2:13][C:12]=2[N:11]=1. (2) Given the product [Cl:17][C:7]1[C:6]([C:11]([F:14])([F:13])[F:12])=[CH:5][C:4]([N+:1]([O-:3])=[O:2])=[CH:9][N:8]=1, predict the reactants needed to synthesize it. The reactants are: [N+:1]([C:4]1[CH:5]=[C:6]([C:11]([F:14])([F:13])[F:12])[C:7](O)=[N:8][CH:9]=1)([O-:3])=[O:2].P(Cl)(Cl)([Cl:17])=O. (3) Given the product [CH3:1][O:2][C:3]1[CH:4]=[CH:5][C:6]([NH:11][C:12]2[C:13]3[N:14]([CH:39]=[CH:40][N:41]=3)[N:15]=[C:16]([C:18]3[CH:19]=[C:20]([CH:36]=[CH:37][CH:38]=3)[C:21]([NH:23][C:24]3[CH:33]=[CH:32][C:27]([C:28]([OH:30])=[O:29])=[C:26]([O:34][CH3:35])[CH:25]=3)=[O:22])[CH:17]=2)=[N:7][C:8]=1[O:9][CH3:10], predict the reactants needed to synthesize it. The reactants are: [CH3:1][O:2][C:3]1[CH:4]=[CH:5][C:6]([NH:11][C:12]2[C:13]3[N:14]([CH:39]=[CH:40][N:41]=3)[N:15]=[C:16]([C:18]3[CH:19]=[C:20]([CH:36]=[CH:37][CH:38]=3)[C:21]([NH:23][C:24]3[CH:33]=[CH:32][C:27]([C:28]([O:30]C)=[O:29])=[C:26]([O:34][CH3:35])[CH:25]=3)=[O:22])[CH:17]=2)=[N:7][C:8]=1[O:9][CH3:10].[OH-].[Na+]. (4) Given the product [Br:15][C:16]1[CH:21]=[CH:20][C:19]([C:4]2[CH:3]=[C:2]([Cl:1])[C:7]([C:8]([O:10][CH2:11][CH3:12])=[O:9])=[CH:6][N:5]=2)=[C:18]([F:23])[CH:17]=1, predict the reactants needed to synthesize it. The reactants are: [Cl:1][C:2]1[C:7]([C:8]([O:10][CH2:11][CH3:12])=[O:9])=[CH:6][N:5]=[C:4](Cl)[CH:3]=1.[I-].[Br:15][C:16]1[CH:21]=[CH:20][C:19]([Zn+])=[C:18]([F:23])[CH:17]=1. (5) Given the product [Cl:3][C:4]1[CH:9]=[CH:8][C:7]2[C:10]3[C:11](=[CH:12][N:13]=[CH:14][CH:15]=3)[CH:16]([CH3:17])[O:18][C:6]=2[CH:5]=1, predict the reactants needed to synthesize it. The reactants are: [H-].[Na+].[Cl:3][C:4]1[CH:9]=[CH:8][C:7]([C:10]2[CH:15]=[CH:14][N:13]=[CH:12][C:11]=2[CH:16]([OH:18])[CH3:17])=[C:6](F)[CH:5]=1. (6) Given the product [CH3:72][O:71][C:70]1[CH:69]=[C:54]([CH2:55][C:6]([N:8]2[CH2:12][C@H:11]([NH:13][C:14](=[O:19])[C:15]([F:16])([F:17])[F:18])[CH2:10][C@H:9]2[CH2:20][O:21][C:22]2[CH:23]=[CH:24][C:25]([C:26]([O:28][CH3:29])=[O:27])=[CH:30][CH:31]=2)=[O:7])[CH:63]=[CH:62][C:61]=1[NH:60][C:59]([NH:58][C:57]1[CH:56]=[CH:44][CH:43]=[CH:42][C:41]=1[CH3:40])=[O:33], predict the reactants needed to synthesize it. The reactants are: C(O[C:6]([N:8]1[CH2:12][C@H:11]([NH:13][C:14](=[O:19])[C:15]([F:18])([F:17])[F:16])[CH2:10][C@H:9]1[CH2:20][O:21][C:22]1[CH:31]=[CH:30][C:25]([C:26]([O:28][CH3:29])=[O:27])=[CH:24][CH:23]=1)=[O:7])(C)(C)C.C(O)(C(F)(F)F)=[O:33].C1[CH:40]=[CH:41][C:42]2N(O)N=N[C:43]=2[CH:44]=1.C(N([CH2:54][CH3:55])CC)C.[CH3:56][CH2:57][N:58]=[C:59]=[N:60][CH2:61][CH2:62][CH2:63]N(C)C.Cl.C1[CH2:72][O:71][CH2:70][CH2:69]1. (7) Given the product [NH2:8][C@H:9]1[CH2:18][C:17]2[C:12](=[CH:13][CH:14]=[C:15]([O:19][C:20]3[CH:25]=[CH:24][CH:23]=[CH:22][CH:21]=3)[CH:16]=2)[N:11]([O:26][C:3](=[O:4])[N:2]([CH3:6])[CH3:1])[C:10]1=[O:27], predict the reactants needed to synthesize it. The reactants are: [CH3:1][N:2]([CH3:6])[C:3](Cl)=[O:4].Cl.[NH2:8][C@H:9]1[CH2:18][C:17]2[C:12](=[CH:13][CH:14]=[C:15]([O:19][C:20]3[CH:25]=[CH:24][CH:23]=[CH:22][CH:21]=3)[CH:16]=2)[N:11]([OH:26])[C:10]1=[O:27].